Task: Predict the reaction yield, written as a fraction of the theoretical maximum amount of product (1.0 means a 100% yield; for example, 0.34 means a 34% yield).. Dataset: Reaction yield outcomes from USPTO patents with 853,638 reactions (1) The reactants are Cl[C:2]1[C:7]([CH:8]([CH2:13][CH2:14][CH3:15])[C:9]([O:11][CH3:12])=[O:10])=[C:6]([CH3:16])[N:5]=[C:4]([C:17]2[CH:22]=[CH:21][CH:20]=[CH:19][CH:18]=2)[N:3]=1.[Cl:23][C:24]1[CH:29]=[CH:28][C:27](B(O)O)=[C:26]([F:33])[CH:25]=1.C(N(CC)C(C)C)(C)C. The catalyst is COCCOC.O.[Cl-].[Na+].O.C1C=CC([P]([Pd]([P](C2C=CC=CC=2)(C2C=CC=CC=2)C2C=CC=CC=2)([P](C2C=CC=CC=2)(C2C=CC=CC=2)C2C=CC=CC=2)[P](C2C=CC=CC=2)(C2C=CC=CC=2)C2C=CC=CC=2)(C2C=CC=CC=2)C2C=CC=CC=2)=CC=1. The product is [Cl:23][C:24]1[CH:29]=[CH:28][C:27]([C:2]2[C:7]([CH:8]([CH2:13][CH2:14][CH3:15])[C:9]([O:11][CH3:12])=[O:10])=[C:6]([CH3:16])[N:5]=[C:4]([C:17]3[CH:22]=[CH:21][CH:20]=[CH:19][CH:18]=3)[N:3]=2)=[C:26]([F:33])[CH:25]=1. The yield is 0.750. (2) The reactants are O.[OH-].[Li+].[C:4]([O:8][C:9]([NH:11][CH2:12][C:13]1([C:28]([O:30]CC)=[O:29])[CH2:18][CH2:17][N:16]([C:19]2[C:20]3[CH:27]=[CH:26][NH:25][C:21]=3[N:22]=[CH:23][N:24]=2)[CH2:15][CH2:14]1)=[O:10])([CH3:7])([CH3:6])[CH3:5]. The catalyst is O.C1COCC1.C(O)C.CCOC(C)=O. The product is [C:4]([O:8][C:9]([NH:11][CH2:12][C:13]1([C:28]([OH:30])=[O:29])[CH2:14][CH2:15][N:16]([C:19]2[C:20]3[CH:27]=[CH:26][NH:25][C:21]=3[N:22]=[CH:23][N:24]=2)[CH2:17][CH2:18]1)=[O:10])([CH3:7])([CH3:5])[CH3:6]. The yield is 0.631.